This data is from Forward reaction prediction with 1.9M reactions from USPTO patents (1976-2016). The task is: Predict the product of the given reaction. (1) Given the reactants ClC1C=CC(C(=C2CCN(S(C3C(C)=NNC=3C)(=O)=O)CC2)C(OC)=O)=CC=1.[CH3:29][C:30]1[C:34]([S:35](Cl)(=[O:37])=[O:36])=[C:33]([CH3:39])[NH:32][N:31]=1.Cl.[Cl:41][C:42]1[CH:43]=[C:44]([C:49]([F:56])=[C:50]2[CH2:55][CH2:54][NH:53][CH2:52][CH2:51]2)[CH:45]=[CH:46][C:47]=1[Cl:48], predict the reaction product. The product is: [Cl:41][C:42]1[CH:43]=[C:44]([C:49]([F:56])=[C:50]2[CH2:51][CH2:52][N:53]([S:35]([C:34]3[C:33]([CH3:39])=[N:32][NH:31][C:30]=3[CH3:29])(=[O:37])=[O:36])[CH2:54][CH2:55]2)[CH:45]=[CH:46][C:47]=1[Cl:48]. (2) Given the reactants [O:1]=[C:2]1[C:10]2[C:5](=[CH:6][CH:7]=[CH:8][CH:9]=2)[C:4](=[O:11])[N:3]1[C:12]1[C:16]2[CH:17]=[CH:18][C:19]([NH:21][CH:22]=O)=[CH:20][C:15]=2[O:14][N:13]=1.ClC(Cl)(OC(=O)OC(Cl)(Cl)Cl)Cl.CCN(CC)CC, predict the reaction product. The product is: [N+:21]([C:19]1[CH:18]=[CH:17][C:16]2[C:12]([N:3]3[C:4](=[O:11])[C:5]4[C:10](=[CH:9][CH:8]=[CH:7][CH:6]=4)[C:2]3=[O:1])=[N:13][O:14][C:15]=2[CH:20]=1)#[C-:22]. (3) Given the reactants Br[C:2]1[N:3]=[C:4]([N:8]([CH3:10])[CH3:9])[N:5]([CH3:7])[N:6]=1.[CH2:11]([NH2:14])[CH2:12][NH2:13].C(N(CC)CC)C, predict the reaction product. The product is: [NH2:13][CH2:12][CH2:11][NH:14][C:2]1[N:3]=[C:4]([N:8]([CH3:10])[CH3:9])[N:5]([CH3:7])[N:6]=1. (4) Given the reactants C1N(COCCO)[C:4]2NC(N)=[N:13][C:14](=O)[C:3]=2N=1.[CH:17]1[C:30]2C=CC3[C:22](=[CH:23][CH:24]=[CH:25][CH:26]=3)[C:21]=2[CH:20]=[C:19](C(=NO)C)[CH:18]=1, predict the reaction product. The product is: [CH:25]1[C:24]2[CH:23]=[CH:22][C:21]3[C:30](=[CH:17][CH:18]=[CH:19][CH:20]=3)[C:4]=2[CH:3]=[C:14]([NH2:13])[CH:26]=1. (5) Given the reactants [CH3:1][C:2]1[CH:3]=[C:4](I)[CH:5]=[CH:6][CH:7]=1.C1(P(C2C=CC=CC=2)C2C=CC=CC=2)C=CC=CC=1.[CH2:28]([OH:31])[C:29]#[CH:30].C(N(C(C)C)CC)(C)C, predict the reaction product. The product is: [CH3:1][C:2]1[CH:3]=[C:4]([C:30]#[C:29][CH2:28][OH:31])[CH:5]=[CH:6][CH:7]=1. (6) Given the reactants C([O:3][C:4](=[O:39])[CH2:5][CH2:6][C:7]1[CH:12]=[CH:11][C:10]([O:13][C:14]2[CH:19]=[C:18]([O:20][C:21]3[CH:26]=[CH:25][C:24]([C:27]([F:30])([F:29])[F:28])=[CH:23][C:22]=3[C:31]3[CH:36]=[CH:35][CH:34]=[CH:33][N:32]=3)[CH:17]=[C:16]([CH3:37])[CH:15]=2)=[CH:9][C:8]=1[CH3:38])C.[OH-].[Na+].Cl, predict the reaction product. The product is: [CH3:38][C:8]1[CH:9]=[C:10]([O:13][C:14]2[CH:19]=[C:18]([O:20][C:21]3[CH:26]=[CH:25][C:24]([C:27]([F:29])([F:30])[F:28])=[CH:23][C:22]=3[C:31]3[CH:36]=[CH:35][CH:34]=[CH:33][N:32]=3)[CH:17]=[C:16]([CH3:37])[CH:15]=2)[CH:11]=[CH:12][C:7]=1[CH2:6][CH2:5][C:4]([OH:39])=[O:3]. (7) Given the reactants Br[C:2]1[C:3]([N:22]2[CH2:26][C@H:25]([OH:27])[C@@H:24]([OH:28])[CH2:23]2)=[N:4][CH:5]=[C:6]([CH:21]=1)[C:7]([NH:9][C:10]1[CH:15]=[CH:14][C:13]([O:16][C:17]([F:20])([F:19])[F:18])=[CH:12][CH:11]=1)=[O:8].C(OC([N:36]1[C:40]([C:41]#[N:42])=[CH:39][CH:38]=[C:37]1B(O)O)=O)(C)(C)C, predict the reaction product. The product is: [C:41]([C:40]1[NH:36][C:37]([C:2]2[C:3]([N:22]3[CH2:26][C@H:25]([OH:27])[C@@H:24]([OH:28])[CH2:23]3)=[N:4][CH:5]=[C:6]([CH:21]=2)[C:7]([NH:9][C:10]2[CH:15]=[CH:14][C:13]([O:16][C:17]([F:19])([F:20])[F:18])=[CH:12][CH:11]=2)=[O:8])=[CH:38][CH:39]=1)#[N:42]. (8) Given the reactants [Cl:1][C:2]1[CH:7]=[CH:6][CH:5]=[C:4]([Cl:8])[C:3]=1[N:9]1[C:13](=[O:14])[NH:12][C:11]([C:15]2[CH:20]=[CH:19][C:18](I)=[C:17]([O:22][CH3:23])[CH:16]=2)=[N:10]1.[Cl:24][C:25]1[CH:30]=[CH:29][CH:28]=[C:27]([C:31]#[CH:32])[C:26]=1[F:33].CCCC[N+](CCCC)(CCCC)CCCC.[F-], predict the reaction product. The product is: [Cl:24][C:25]1[C:26]([F:33])=[C:27]([C:31]#[C:32][C:18]2[CH:19]=[CH:20][C:15]([C:11]3[NH:12][C:13](=[O:14])[N:9]([C:3]4[C:2]([Cl:1])=[CH:7][CH:6]=[CH:5][C:4]=4[Cl:8])[N:10]=3)=[CH:16][C:17]=2[O:22][CH3:23])[CH:28]=[CH:29][CH:30]=1. (9) Given the reactants [CH3:1][S:2]([N:5]1[C:13]2[CH:12]=[CH:11][C:10]([N+:14]([O-])=O)=[CH:9][C:8]=2[CH:7]2[CH2:17][N:18]([C:21]([O:23][C:24]([CH3:27])([CH3:26])[CH3:25])=[O:22])[CH2:19][CH2:20][CH:6]12)(=[O:4])=[O:3], predict the reaction product. The product is: [NH2:14][C:10]1[CH:11]=[CH:12][C:13]2[N:5]([S:2]([CH3:1])(=[O:4])=[O:3])[CH:6]3[CH2:20][CH2:19][N:18]([C:21]([O:23][C:24]([CH3:27])([CH3:26])[CH3:25])=[O:22])[CH2:17][CH:7]3[C:8]=2[CH:9]=1. (10) Given the reactants [C:1]([C:5]1[CH:10]=[CH:9][C:8]([C:11]2[N:19]([CH3:20])[C:14]3=[N:15][CH:16]=[CH:17][CH:18]=[C:13]3[C:12]=2C=O)=[CH:7][CH:6]=1)([O:3][CH3:4])=[O:2].[C:23](O)(=O)[CH2:24][C:25]([OH:27])=[O:26].N1CCCCC1, predict the reaction product. The product is: [C:1]([C:5]1[CH:10]=[CH:9][C:8]([C:11]2[N:19]([CH3:20])[C:14]3=[N:15][CH:16]=[CH:17][CH:18]=[C:13]3[C:12]=2[CH:23]=[CH:24][C:25]([OH:27])=[O:26])=[CH:7][CH:6]=1)([O:3][CH3:4])=[O:2].